This data is from Catalyst prediction with 721,799 reactions and 888 catalyst types from USPTO. The task is: Predict which catalyst facilitates the given reaction. (1) Reactant: [NH2:1][C:2]1[C:7]([Cl:8])=[CH:6][C:5]([CH2:9][OH:10])=[C:4]([O:11][CH3:12])[CH:3]=1.N1C=CN=[CH:14]1.Cl[Si:19]([CH:22]([CH3:24])[CH3:23])([CH3:21])[CH3:20]. Product: [Si:19]([O:10][CH2:9][C:5]1[C:4]([O:11][CH3:12])=[CH:3][C:2]([NH2:1])=[C:7]([Cl:8])[CH:6]=1)([C:22]([CH3:24])([CH3:14])[CH3:23])([CH3:21])[CH3:20]. The catalyst class is: 9. (2) Reactant: [N+:1]([C:4]1[CH:9]=[CH:8][C:7]([C:10](=[O:14])[C:11]([OH:13])=O)=[CH:6][CH:5]=1)([O-:3])=[O:2].S(Cl)(Cl)=O.[NH2:19][C:20]1[CH:21]=[C:22]2[C:27](=[CH:28][CH:29]=1)[C:25](=[O:26])[O:24][CH2:23]2. Product: [N+:1]([C:4]1[CH:5]=[CH:6][C:7]([C:10](=[O:14])[C:11]([NH:19][C:20]2[CH:21]=[C:22]3[C:27](=[CH:28][CH:29]=2)[C:25](=[O:26])[O:24][CH2:23]3)=[O:13])=[CH:8][CH:9]=1)([O-:3])=[O:2]. The catalyst class is: 80. (3) Reactant: Cl[C:2]1[N:12]=[CH:11][CH:10]=[CH:9][C:3]=1[C:4]([O:6][CH2:7][CH3:8])=[O:5].[NH2:13][NH2:14]. The catalyst class is: 12. Product: [CH2:7]([O:6][C:4](=[O:5])[C:3]1[CH:9]=[CH:10][CH:11]=[N:12][C:2]=1[NH:13][NH2:14])[CH3:8]. (4) Reactant: [F:1][C:2]([F:35])([F:34])[C:3]1[CH:4]=[C:5]([C:13]([CH3:33])([CH3:32])[C:14]([N:16]([C:18]2[CH:19]=[N:20][C:21](Cl)=[CH:22][C:23]=2[C:24]2[CH:29]=[CH:28][CH:27]=[CH:26][C:25]=2[Cl:30])[CH3:17])=[O:15])[CH:6]=[C:7]([C:9]([F:12])([F:11])[F:10])[CH:8]=1.CS(C)=O.[CH2:40]([CH2:42][NH2:43])[OH:41]. Product: [F:11][C:9]([F:12])([F:10])[C:7]1[CH:6]=[C:5]([C:13]([CH3:32])([CH3:33])[C:14]([N:16]([C:18]2[CH:19]=[N:20][C:21]([NH:43][CH2:42][CH2:40][OH:41])=[CH:22][C:23]=2[C:24]2[CH:29]=[CH:28][CH:27]=[CH:26][C:25]=2[Cl:30])[CH3:17])=[O:15])[CH:4]=[C:3]([C:2]([F:1])([F:34])[F:35])[CH:8]=1. The catalyst class is: 13. (5) Reactant: [C:1]([C:5]1[N:10]=[C:9]([N:11]2[CH2:16][CH2:15][N:14]([CH2:17][CH2:18][CH2:19][CH2:20][NH2:21])[CH2:13][CH2:12]2)[CH:8]=[C:7]([C:22]([F:25])([F:24])[F:23])[N:6]=1)([CH3:4])([CH3:3])[CH3:2].C1N=CN([C:31](N2C=NC=C2)=[O:32])C=1.[CH2:38]([N:47]1[CH2:52][CH2:51][NH:50][CH2:49][CH2:48]1)[CH:39]=[CH:40][C:41]1[CH:46]=[CH:45][CH:44]=[CH:43][CH:42]=1. Product: [C:1]([C:5]1[N:10]=[C:9]([N:11]2[CH2:16][CH2:15][N:14]([CH2:17][CH2:18][CH2:19][CH2:20][NH:21][C:31]([N:50]3[CH2:51][CH2:52][N:47]([CH2:38][CH:39]=[CH:40][C:41]4[CH:46]=[CH:45][CH:44]=[CH:43][CH:42]=4)[CH2:48][CH2:49]3)=[O:32])[CH2:13][CH2:12]2)[CH:8]=[C:7]([C:22]([F:24])([F:25])[F:23])[N:6]=1)([CH3:4])([CH3:2])[CH3:3]. The catalyst class is: 147.